Dataset: Catalyst prediction with 721,799 reactions and 888 catalyst types from USPTO. Task: Predict which catalyst facilitates the given reaction. (1) Product: [Cl:5][C:6]1[N:11]=[C:10]([O:1][CH2:2][CH3:3])[C:9]([C:13]([NH:15][CH:16]2[CH:23]3[CH2:24][CH:19]4[CH2:20][C:21]([OH:26])([CH2:25][CH:17]2[CH2:18]4)[CH2:22]3)=[O:14])=[CH:8][N:7]=1. Reactant: [O-:1][CH2:2][CH3:3].[Na+].[Cl:5][C:6]1[N:11]=[C:10](Cl)[C:9]([C:13]([NH:15][CH:16]2[CH:23]3[CH2:24][CH:19]4[CH2:20][C:21]([OH:26])([CH2:25][CH:17]2[CH2:18]4)[CH2:22]3)=[O:14])=[CH:8][N:7]=1. The catalyst class is: 49. (2) Reactant: [OH-].[Li+].[Br:3][C:4]1[CH:5]=[C:6]([C:23]([O:25]C)=[O:24])[C:7]2[CH:8]=[N:9][N:10]([S:13]([C:16]3[CH:21]=[CH:20][C:19]([CH3:22])=[CH:18][CH:17]=3)(=[O:15])=[O:14])[C:11]=2[CH:12]=1.Cl. Product: [Br:3][C:4]1[CH:5]=[C:6]([C:23]([OH:25])=[O:24])[C:7]2[CH:8]=[N:9][N:10]([S:13]([C:16]3[CH:17]=[CH:18][C:19]([CH3:22])=[CH:20][CH:21]=3)(=[O:15])=[O:14])[C:11]=2[CH:12]=1. The catalyst class is: 30. (3) Reactant: O[CH2:2][C@H:3]([NH:6][C:7](=[O:13])[O:8][C:9]([CH3:12])([CH3:11])[CH3:10])[C:4]#[CH:5].[NH:14]1[CH:18]=[N:17][N:16]=[N:15]1.C1(P(C2C=CC=CC=2)C2C=CC=CC=2)C=CC=CC=1.CC(OC(/N=N/C(OC(C)C)=O)=O)C. Product: [N:14]1[N:15]([CH2:2][C@H:3]([NH:6][C:7](=[O:13])[O:8][C:9]([CH3:12])([CH3:11])[CH3:10])[C:4]#[CH:5])[N:16]=[N:17][CH:18]=1. The catalyst class is: 266.